From a dataset of Forward reaction prediction with 1.9M reactions from USPTO patents (1976-2016). Predict the product of the given reaction. (1) Given the reactants [F:1][CH:2]([F:10])[C:3]1[CH:8]=[CH:7][C:6](I)=[CH:5][CH:4]=1.C([Mg]Cl)(C)C.[B:16](OC)([O:19]C)[O:17]C, predict the reaction product. The product is: [F:1][CH:2]([F:10])[C:3]1[CH:8]=[CH:7][C:6]([B:16]([OH:19])[OH:17])=[CH:5][CH:4]=1. (2) The product is: [CH2:1]([C:8]1[C:12]2[C:13]([N:20]3[CH2:21][CH2:22][C:23]4[C:28](=[CH:27][CH:26]=[CH:25][CH:24]=4)[CH2:19]3)=[N:14][CH:15]=[CH:16][C:11]=2[NH:10][C:9]=1[CH3:18])[C:2]1[CH:7]=[CH:6][CH:5]=[CH:4][CH:3]=1. Given the reactants [CH2:1]([C:8]1[C:12]2[C:13](Cl)=[N:14][CH:15]=[CH:16][C:11]=2[NH:10][C:9]=1[CH3:18])[C:2]1[CH:7]=[CH:6][CH:5]=[CH:4][CH:3]=1.[CH2:19]1[C:28]2[C:23](=[CH:24][CH:25]=[CH:26][CH:27]=2)[CH2:22][CH2:21][NH:20]1, predict the reaction product. (3) Given the reactants [C:1]([O:5][C:6]([N:8]([CH2:24][CH2:25][C:26]1[CH:31]=[C:30]([F:32])[CH:29]=[CH:28][C:27]=1[OH:33])[CH:9]1[CH2:18][CH2:17][CH2:16][C:15]2[N:14]=[C:13]([C:19]([O:21][CH2:22][CH3:23])=[O:20])[CH:12]=[CH:11][C:10]1=2)=[O:7])([CH3:4])([CH3:3])[CH3:2].[Cl:34][C:35]1[CH:36]=[CH:37][C:38]2[O:42][C:41]([C:43]3[CH:48]=[CH:47][C:46]([CH2:49]Cl)=[CH:45][CH:44]=3)=[N:40][C:39]=2[CH:51]=1.C(=O)([O-])[O-].[K+].[K+], predict the reaction product. The product is: [C:1]([O:5][C:6]([N:8]([CH2:24][CH2:25][C:26]1[CH:31]=[C:30]([F:32])[CH:29]=[CH:28][C:27]=1[O:33][CH2:49][C:46]1[CH:45]=[CH:44][C:43]([C:41]2[O:42][C:38]3[CH:37]=[CH:36][C:35]([Cl:34])=[CH:51][C:39]=3[N:40]=2)=[CH:48][CH:47]=1)[CH:9]1[CH2:18][CH2:17][CH2:16][C:15]2[N:14]=[C:13]([C:19]([O:21][CH2:22][CH3:23])=[O:20])[CH:12]=[CH:11][C:10]1=2)=[O:7])([CH3:2])([CH3:3])[CH3:4]. (4) The product is: [CH2:26]([O:25][C:23]([C:22]1[NH:20][CH:21]=[C:9]([C:10]2[CH:15]=[CH:14][C:13]([F:16])=[CH:12][CH:11]=2)[C:8]=1[C:5]1[CH:6]=[CH:7][C:2]([F:1])=[CH:3][CH:4]=1)=[O:24])[CH3:27]. Given the reactants [F:1][C:2]1[CH:7]=[CH:6][C:5]([C:8]([N+]([O-])=O)=[CH:9][C:10]2[CH:15]=[CH:14][C:13]([F:16])=[CH:12][CH:11]=2)=[CH:4][CH:3]=1.[N+:20]([CH2:22][C:23]([O:25][CH2:26][CH3:27])=[O:24])#[C-:21].C1CCN2C(=NCCC2)CC1, predict the reaction product. (5) Given the reactants [Cl:1][C:2]1[C:23]([N+:24]([O-])=O)=[CH:22][CH:21]=[CH:20][C:3]=1[CH2:4][N:5]1[CH2:10][C@H:9]([CH3:11])[N:8]([C:12]([CH:14]2[CH2:18][CH2:17][CH2:16][CH2:15]2)=[O:13])[C@H:7]([CH3:19])[CH2:6]1.C([O-])=O.[NH4+], predict the reaction product. The product is: [NH2:24][C:23]1[C:2]([Cl:1])=[C:3]([CH:20]=[CH:21][CH:22]=1)[CH2:4][N:5]1[CH2:10][C@H:9]([CH3:11])[N:8]([C:12]([CH:14]2[CH2:18][CH2:17][CH2:16][CH2:15]2)=[O:13])[C@H:7]([CH3:19])[CH2:6]1. (6) The product is: [Cl:25][C:24]1[CH:23]=[CH:22][CH:21]=[C:20]([Cl:26])[C:19]=1[C:14]1[C:13]([C:11]([NH:10][C:7]2[CH:6]=[CH:5][C:4]([CH2:3][CH:2]=[O:1])=[CH:9][CH:8]=2)=[O:12])=[C:17]([CH3:18])[O:16][N:15]=1. Given the reactants [OH:1][CH2:2][CH2:3][C:4]1[CH:9]=[CH:8][C:7]([NH:10][C:11]([C:13]2[C:14]([C:19]3[C:24]([Cl:25])=[CH:23][CH:22]=[CH:21][C:20]=3[Cl:26])=[N:15][O:16][C:17]=2[CH3:18])=[O:12])=[CH:6][CH:5]=1.CC(OI1(OC(C)=O)(OC(C)=O)OC(=O)C2C=CC=CC1=2)=O, predict the reaction product. (7) Given the reactants C(OC(=O)[NH:7][C:8]1[CH:13]=[C:12]([NH:14][CH2:15][CH:16]([CH3:18])[CH3:17])[C:11]([C:19]([F:22])([F:21])[F:20])=[CH:10][C:9]=1[NH:23][C:24](=[O:35])[CH2:25][C:26]([C:28]1[CH:33]=[CH:32][CH:31]=[C:30]([Br:34])[CH:29]=1)=O)(C)(C)C.C(O)(C(F)(F)F)=O, predict the reaction product. The product is: [Br:34][C:30]1[CH:29]=[C:28]([C:26]2[CH2:25][C:24](=[O:35])[NH:23][C:9]3[CH:10]=[C:11]([C:19]([F:22])([F:21])[F:20])[C:12]([NH:14][CH2:15][CH:16]([CH3:17])[CH3:18])=[CH:13][C:8]=3[N:7]=2)[CH:33]=[CH:32][CH:31]=1. (8) Given the reactants Cl[C:2]1[N:7]=[CH:6][C:5]([C:8]2[CH:25]=[CH:24][C:11]3[NH:12][CH:13]([C:16]4[C:21]([F:22])=[CH:20][CH:19]=[CH:18][C:17]=4[F:23])[CH2:14][O:15][C:10]=3[CH:9]=2)=[C:4]([CH3:26])[CH:3]=1.C([Sn](CCCC)(CCCC)[C:32]1[O:33][CH:34]=[CH:35][N:36]=1)CCC.C(OCC)(=O)C.CCCCCC, predict the reaction product. The product is: [F:23][C:17]1[CH:18]=[CH:19][CH:20]=[C:21]([F:22])[C:16]=1[CH:13]1[NH:12][C:11]2[CH:24]=[CH:25][C:8]([C:5]3[CH:6]=[N:7][C:2]([C:32]4[O:33][CH:34]=[CH:35][N:36]=4)=[CH:3][C:4]=3[CH3:26])=[CH:9][C:10]=2[O:15][CH2:14]1.